From a dataset of Peptide-MHC class I binding affinity with 185,985 pairs from IEDB/IMGT. Regression. Given a peptide amino acid sequence and an MHC pseudo amino acid sequence, predict their binding affinity value. This is MHC class I binding data. (1) The peptide sequence is ETVWPFFYA. The MHC is HLA-A11:01 with pseudo-sequence HLA-A11:01. The binding affinity (normalized) is 0.213. (2) The peptide sequence is RTSKAALER. The MHC is HLA-B40:02 with pseudo-sequence HLA-B40:02. The binding affinity (normalized) is 0. (3) The peptide sequence is FFRPWSMGK. The MHC is Mamu-B6601 with pseudo-sequence Mamu-B6601. The binding affinity (normalized) is 0.529. (4) The peptide sequence is MEISSSWWF. The MHC is HLA-B18:01 with pseudo-sequence HLA-B18:01. The binding affinity (normalized) is 0.851. (5) The peptide sequence is MSWGWRLPF. The MHC is HLA-A29:02 with pseudo-sequence HLA-A29:02. The binding affinity (normalized) is 0.738. (6) The MHC is BoLA-AW10 with pseudo-sequence BoLA-AW10. The peptide sequence is VPALVTVAL. The binding affinity (normalized) is 0.481.